Dataset: Forward reaction prediction with 1.9M reactions from USPTO patents (1976-2016). Task: Predict the product of the given reaction. Given the reactants [N:1]1[C:9]([C:10]2[C:11]([NH:16][C:17]3[C:22]([F:23])=[CH:21][CH:20]=[C:19]([NH2:24])[C:18]=3[F:25])=[N:12][CH:13]=[CH:14][CH:15]=2)=[C:8]2[C:4]([NH:5][CH:6]=[N:7]2)=[N:3][CH:2]=1.[S:26]1[CH:30]=[CH:29][C:28]([S:31](Cl)(=[O:33])=[O:32])=[CH:27]1, predict the reaction product. The product is: [N:1]1[C:9]([C:10]2[C:11]([NH:16][C:17]3[C:18]([F:25])=[C:19]([NH:24][S:31]([C:28]4[CH:29]=[CH:30][S:26][CH:27]=4)(=[O:33])=[O:32])[CH:20]=[CH:21][C:22]=3[F:23])=[N:12][CH:13]=[CH:14][CH:15]=2)=[C:8]2[C:4]([NH:5][CH:6]=[N:7]2)=[N:3][CH:2]=1.